Dataset: Reaction yield outcomes from USPTO patents with 853,638 reactions. Task: Predict the reaction yield, written as a fraction of the theoretical maximum amount of product (1.0 means a 100% yield; for example, 0.34 means a 34% yield). (1) The reactants are [CH2:1]([O:3][C:4]1([C:7]2[CH:12]=[CH:11][C:10]([C:13]#[CH:14])=[CH:9][C:8]=2[CH:15]([CH3:17])[CH3:16])[CH2:6][CH2:5]1)[CH3:2].[CH2:18]([O:20][C:21](=[O:29])[C:22]1[CH:27]=[CH:26][C:25](I)=[CH:24][CH:23]=1)[CH3:19]. The catalyst is C(N(CC)CC)C.[Cu]I.Cl[Pd](Cl)([P](C1C=CC=CC=1)(C1C=CC=CC=1)C1C=CC=CC=1)[P](C1C=CC=CC=1)(C1C=CC=CC=1)C1C=CC=CC=1. The product is [CH2:1]([O:3][C:4]1([C:7]2[CH:12]=[CH:11][C:10]([C:13]#[C:14][C:25]3[CH:26]=[CH:27][C:22]([C:21]([O:20][CH2:18][CH3:19])=[O:29])=[CH:23][CH:24]=3)=[CH:9][C:8]=2[CH:15]([CH3:16])[CH3:17])[CH2:6][CH2:5]1)[CH3:2]. The yield is 0.340. (2) The reactants are [Cl:1][C:2]1[N:3]=[N:4][C:5]([C:8]2[CH:13]=[CH:12][C:11]([C:14]([F:17])([F:16])[F:15])=[CH:10][CH:9]=2)=[CH:6][CH:7]=1.Cl.Cl.[NH2:20][CH:21]1[CH2:26][CH2:25][CH2:24][NH:23][CH2:22]1.C(=O)([O-])[O-].[K+].[K+]. The catalyst is CC(C)=O. The product is [ClH:1].[F:15][C:14]([F:17])([F:16])[C:11]1[CH:12]=[CH:13][C:8]([C:5]2[N:4]=[N:3][C:2]([N:23]3[CH2:24][CH2:25][CH2:26][CH:21]([NH2:20])[CH2:22]3)=[CH:7][CH:6]=2)=[CH:9][CH:10]=1. The yield is 0.250. (3) The reactants are [Cl-].O[NH3+:3].[C:4](=[O:7])([O-])[OH:5].[Na+].CS(C)=O.[CH2:13]([C:17]1[N:18]=[C:19]([CH3:49])[N:20]([C:39]2[CH:44]=[CH:43][C:42]([O:45][CH3:46])=[C:41]([O:47][CH3:48])[CH:40]=2)[C:21](=[O:38])[C:22]=1[CH2:23][C:24]1[CH:29]=[CH:28][C:27]([C:30]2[C:31]([C:36]#[N:37])=[CH:32][CH:33]=[CH:34][CH:35]=2)=[CH:26][CH:25]=1)[CH2:14][CH2:15][CH3:16]. The catalyst is O.C(OCC)(=O)C. The yield is 0.590. The product is [CH2:13]([C:17]1[N:18]=[C:19]([CH3:49])[N:20]([C:39]2[CH:44]=[CH:43][C:42]([O:45][CH3:46])=[C:41]([O:47][CH3:48])[CH:40]=2)[C:21](=[O:38])[C:22]=1[CH2:23][C:24]1[CH:25]=[CH:26][C:27]([C:30]2[CH:35]=[CH:34][CH:33]=[CH:32][C:31]=2[C:36]2[NH:3][C:4](=[O:7])[O:5][N:37]=2)=[CH:28][CH:29]=1)[CH2:14][CH2:15][CH3:16]. (4) The reactants are [F:1][C:2]1[CH:7]=[CH:6][C:5]([F:8])=[CH:4][C:3]=1[C:9]1[S:13][C:12]([CH2:20][CH2:21][CH2:22][NH:23][C:24](=[O:30])[O:25][C:26]([CH3:29])([CH3:28])[CH3:27])([C:14]2[CH:19]=[CH:18][CH:17]=[CH:16][CH:15]=2)[NH:11][N:10]=1.[N:31]1([C:36](N2C=CN=C2)=[S:37])C=CN=C1.[NH2:43]N. The catalyst is C1COCC1. The product is [C:26]([O:25][C:24]([NH:23][CH2:22][CH2:21][CH2:20][C:12]1([C:14]2[CH:19]=[CH:18][CH:17]=[CH:16][CH:15]=2)[N:11]([C:36](=[S:37])[NH:31][NH2:43])[N:10]=[C:9]([C:3]2[CH:4]=[C:5]([F:8])[CH:6]=[CH:7][C:2]=2[F:1])[S:13]1)=[O:30])([CH3:27])([CH3:29])[CH3:28]. The yield is 0.250. (5) The reactants are [Cl:1][C:2]1[CH:7]=[CH:6][C:5]([S:8][C:9]2[CH:16]=[CH:15][C:12]([CH:13]=[O:14])=[CH:11][CH:10]=2)=[CH:4][CH:3]=1.ClC1C=C(C=CC=1)C(OO)=[O:22].[OH-].[K+]. The catalyst is C(Cl)Cl. The product is [Cl:1][C:2]1[CH:7]=[CH:6][C:5]([S:8]([C:9]2[CH:16]=[CH:15][C:12]([CH:13]=[O:14])=[CH:11][CH:10]=2)=[O:22])=[CH:4][CH:3]=1. The yield is 0.522.